Dataset: Full USPTO retrosynthesis dataset with 1.9M reactions from patents (1976-2016). Task: Predict the reactants needed to synthesize the given product. (1) Given the product [CH3:15][C@H:4]1[CH2:3][C@H:2]([O:1][S:24]([CH3:23])(=[O:26])=[O:25])[CH2:7][CH2:6][N:5]1[C:8]([O:10][C:11]([CH3:14])([CH3:13])[CH3:12])=[O:9], predict the reactants needed to synthesize it. The reactants are: [OH:1][C@@H:2]1[CH2:7][CH2:6][N:5]([C:8]([O:10][C:11]([CH3:14])([CH3:13])[CH3:12])=[O:9])[C@@H:4]([CH3:15])[CH2:3]1.CCN(CC)CC.[CH3:23][S:24](Cl)(=[O:26])=[O:25].O. (2) Given the product [N:18]1([CH2:17][CH2:16][CH2:15][CH2:14][O:13][C@@H:12]2[C@H:23]([OH:24])[C@@H:25]([CH2:27][OH:28])[O:26][C@H:11]2[N:8]2[C:9]3[N:10]=[C:2]([NH2:1])[NH:3][C:4](=[O:42])[C:5]=3[N:6]=[CH:7]2)[CH:22]=[CH:21][N:20]=[CH:19]1, predict the reactants needed to synthesize it. The reactants are: [NH2:1][C:2]1[N:10]=[C:9]2[C:5]([N:6]=[CH:7][N:8]2[C@@H:11]2[O:26][C@H:25]([CH2:27][OH:28])[C@@H:23]([OH:24])[C@H:12]2[O:13][CH2:14][CH2:15][CH2:16][CH2:17][N:18]2[CH:22]=[CH:21][N:20]=[CH:19]2)=[C:4](N)[N:3]=1.NC1N=C2C(N=CN2[C@@H]2O[C@H](CO)[C@@H](OCCCCN3C=CN=C3)[C@H]2[OH:42])=C(N)N=1.[C@@H]1(N2C3N=CN=C(N)C=3N=C2)O[C@H](CO)[C@@H](O)[C@H]1O. (3) Given the product [F:10][C:6]1[CH:7]=[CH:8][CH:9]=[C:2]([C:16]#[C:15][Si:12]([CH3:14])([CH3:13])[CH3:11])[C:3]=1[CH:4]=[O:5], predict the reactants needed to synthesize it. The reactants are: Br[C:2]1[CH:9]=[CH:8][CH:7]=[C:6]([F:10])[C:3]=1[CH:4]=[O:5].[CH3:11][Si:12]([C:15]#[CH:16])([CH3:14])[CH3:13].C(N(CC)CC)C. (4) Given the product [CH3:33][O:32][N:31]=[C:24]([C:25]1[O:30][N:29]=[CH:28][N:27]=1)[C:19]1[CH:20]=[CH:21][CH:22]=[CH:23][C:18]=1[CH2:17][O:16][C:15]1[CH:34]=[CH:35][C:12]([Cl:11])=[CH:13][CH:14]=1, predict the reactants needed to synthesize it. The reactants are: O1CCOCC1.C(O)(=O)C.[Cl:11][C:12]1[CH:35]=[CH:34][C:15]([O:16][CH2:17][C:18]2[CH:23]=[CH:22][CH:21]=[CH:20][C:19]=2[C:24](=[N:31][O:32][CH3:33])[C:25]([N:27]=[CH:28][NH:29][OH:30])=O)=[CH:14][CH:13]=1. (5) The reactants are: [C:1]1([C@H:7]2[NH:12][C:11](=O)[CH2:10][O:9][CH2:8]2)[CH:6]=[CH:5][CH:4]=[CH:3][CH:2]=1.[H-].[Al+3].[Li+].[H-].[H-].[H-].CCOC(C)=O.[OH-].[Na+]. Given the product [C:1]1([C@@H:7]2[CH2:8][O:9][CH2:10][CH2:11][NH:12]2)[CH:2]=[CH:3][CH:4]=[CH:5][CH:6]=1, predict the reactants needed to synthesize it. (6) Given the product [Br:1][C:2]1[CH:3]=[C:4]2[C:9](=[CH:10][C:11]=1[CH2:12][N:13]1[CH2:18][CH2:17][N:16]([S:34]([CH3:33])(=[O:36])=[O:35])[CH2:15][CH2:14]1)[N:8]=[CH:7][N:6]([NH:19][C:20]1[CH:25]=[C:24]([Cl:26])[CH:23]=[CH:22][C:21]=1[S:27]([CH2:30][CH3:31])(=[O:28])=[O:29])[C:5]2=[O:32], predict the reactants needed to synthesize it. The reactants are: [Br:1][C:2]1[CH:3]=[C:4]2[C:9](=[CH:10][C:11]=1[CH2:12][N:13]1[CH2:18][CH2:17][NH:16][CH2:15][CH2:14]1)[N:8]=[CH:7][N:6]([NH:19][C:20]1[CH:25]=[C:24]([Cl:26])[CH:23]=[CH:22][C:21]=1[S:27]([CH2:30][CH3:31])(=[O:29])=[O:28])[C:5]2=[O:32].[CH3:33][S:34](Cl)(=[O:36])=[O:35].[Cl-].[NH4+].C(OCC)(=O)C. (7) Given the product [Br:5][CH2:2][CH2:27][O:28][C:29]1[CH:34]=[CH:33][C:32]([C:35]2[NH:44][C:43](=[O:45])[C:42]3[C:37](=[CH:38][C:39]([O:48][CH3:49])=[CH:40][C:41]=3[O:46][CH3:47])[N:36]=2)=[CH:31][C:30]=1[CH3:50], predict the reactants needed to synthesize it. The reactants are: Br[C:2]([Br:5])(Br)Br.C1(P(C2C=CC=CC=2)C2C=CC=CC=2)C=CC=CC=1.OC[CH2:27][O:28][C:29]1[CH:34]=[CH:33][C:32]([C:35]2[NH:44][C:43](=[O:45])[C:42]3[C:37](=[CH:38][C:39]([O:48][CH3:49])=[CH:40][C:41]=3[O:46][CH3:47])[N:36]=2)=[CH:31][C:30]=1[CH3:50].